The task is: Predict the product of the given reaction.. This data is from Forward reaction prediction with 1.9M reactions from USPTO patents (1976-2016). The product is: [CH:31]1([O:1][C:2]2[CH:11]=[C:10]3[C:9](=[CH:4][CH:3]=2)[CH:8]=[C:7]([CH2:12][NH:13][C:14]24[CH2:15][CH2:16][C:17]([C:22]([OH:24])=[O:23])([CH2:18][CH2:19]2)[CH2:20][CH2:21]4)[CH:6]=[CH:5]3)[CH2:36][CH2:35][CH2:34][CH2:33][CH2:32]1. Given the reactants [OH:1][C:2]1[CH:3]=[C:4]2[C:9](=[CH:10][CH:11]=1)[CH:8]=[C:7]([CH2:12][NH:13][C:14]13[CH2:21][CH2:20][C:17]([C:22]([O:24]C)=[O:23])([CH2:18][CH2:19]1)[CH2:16][CH2:15]3)[CH:6]=[CH:5]2.CS(O[CH:31]1[CH2:36][CH2:35][CH2:34][CH2:33][CH2:32]1)(=O)=O.[OH-].[Na+].Cl, predict the reaction product.